From a dataset of Forward reaction prediction with 1.9M reactions from USPTO patents (1976-2016). Predict the product of the given reaction. (1) Given the reactants NC1C=CNN=1.O/[CH:8]=[C:9]1\[C:10](=[O:18])[NH:11][C:12]2[C:17]\1=[CH:16][CH:15]=[CH:14][CH:13]=2.[N:19]1([CH2:25][CH2:26][CH2:27][O:28][C:29]2[CH:41]=[CH:40][C:32]([CH2:33][C:34]3[CH:35]=[C:36]([NH2:39])[NH:37][N:38]=3)=[CH:31][CH:30]=2)[CH2:24][CH2:23][O:22][CH2:21][CH2:20]1, predict the reaction product. The product is: [N:19]1([CH2:25][CH2:26][CH2:27][O:28][C:29]2[CH:30]=[CH:31][C:32]([CH2:33][C:34]3[CH:35]=[C:36]([NH:39][CH:8]=[C:9]4[C:17]5[C:12](=[CH:13][CH:14]=[CH:15][CH:16]=5)[NH:11][C:10]4=[O:18])[NH:37][N:38]=3)=[CH:40][CH:41]=2)[CH2:24][CH2:23][O:22][CH2:21][CH2:20]1. (2) Given the reactants N(C(OCC)=O)=NC(OCC)=O.C1(P(C2C=CC=CC=2)C2C=CC=CC=2)C=CC=CC=1.[F:32][C:33]1[CH:38]=[C:37]([OH:39])[CH:36]=[CH:35][C:34]=1[C:40](=[O:42])[CH3:41].[C:43]([O:47][C:48]([N:50]1[CH2:55][CH2:54][CH:53](O)[CH2:52][CH2:51]1)=[O:49])([CH3:46])([CH3:45])[CH3:44], predict the reaction product. The product is: [C:43]([O:47][C:48]([N:50]1[CH2:55][CH2:54][CH:53]([O:39][C:37]2[CH:36]=[CH:35][C:34]([C:40](=[O:42])[CH3:41])=[C:33]([F:32])[CH:38]=2)[CH2:52][CH2:51]1)=[O:49])([CH3:46])([CH3:44])[CH3:45]. (3) Given the reactants [CH3:1][N:2]([CH3:10])[CH2:3][CH2:4][CH2:5][CH2:6][CH2:7][CH2:8][OH:9].[H-].[Na+].[CH3:13][O:14][C:15]1[CH:22]=[CH:21][CH:20]=[CH:19][C:16]=1[CH2:17]Cl, predict the reaction product. The product is: [CH3:13][O:14][C:15]1[CH:22]=[CH:21][CH:20]=[CH:19][C:16]=1[CH2:17][O:9][CH2:8][CH2:7][CH2:6][CH2:5][CH2:4][CH2:3][N:2]([CH3:10])[CH3:1]. (4) Given the reactants [Na].C([O:4][C:5](=O)[CH:6]([C:12]1[CH:17]=[CH:16][CH:15]=[CH:14][C:13]=1[F:18])[C:7](OCC)=[O:8])C.[NH2:20][C:21]([NH2:23])=[S:22].O, predict the reaction product. The product is: [F:18][C:13]1[CH:14]=[CH:15][CH:16]=[CH:17][C:12]=1[CH:6]1[C:5](=[O:4])[NH:23][C:21](=[S:22])[NH:20][C:7]1=[O:8]. (5) Given the reactants [N:1]1[CH:2]=[CH:3][N:4]2[CH:9]=[C:8]([C:10]([OH:12])=O)[CH:7]=[CH:6][C:5]=12.[NH:13]1[CH2:18][CH2:17][CH2:16][C@@H:15]2[C:19]3[CH:20]=[CH:21][CH:22]=[CH:23][C:24]=3[CH2:25][C@H:14]12.F[P-](F)(F)(F)(F)F.N1(OC(N(C)C)=[N+](C)C)C2N=CC=CC=2N=N1, predict the reaction product. The product is: [N:13]1([C:10]([C:8]2[CH:7]=[CH:6][C:5]3[N:4]([CH:3]=[CH:2][N:1]=3)[CH:9]=2)=[O:12])[CH2:18][CH2:17][CH2:16][C@@H:15]2[C:19]3[CH:20]=[CH:21][CH:22]=[CH:23][C:24]=3[CH2:25][C@H:14]12. (6) Given the reactants [NH2:1][C:2]1[N:7]=[C:6]([C:8]2[S:12][C:11]([C@@:13]3([OH:27])[CH2:22][CH2:21][CH2:20][C:19]4[CH:18]=[C:17]([C:23]([O:25][CH3:26])=[O:24])[CH:16]=[CH:15][C:14]3=4)=[N:10][CH:9]=2)[CH:5]=[C:4]([CH3:28])[CH:3]=1.Br[C:30]1[CH:35]=[C:34]([Cl:36])[CH:33]=[CH:32][N:31]=1.C(=O)([O-])[O-].[Cs+].[Cs+], predict the reaction product. The product is: [CH3:26][O:25][C:23]([C:17]1[CH:16]=[CH:15][C:14]2[C:13]([C:11]3[S:12][C:8]([C:6]4[CH:5]=[C:4]([CH3:28])[CH:3]=[C:2]([NH:1][C:30]5[CH:35]=[C:34]([Cl:36])[CH:33]=[CH:32][N:31]=5)[N:7]=4)=[CH:9][N:10]=3)([OH:27])[CH2:22][CH2:21][CH2:20][C:19]=2[CH:18]=1)=[O:24]. (7) Given the reactants [CH2:1]([NH:3][C:4]([NH:6][C:7]1[CH:12]=[CH:11][C:10]([C:13]2[N:14]=[C:15]([N:30]3[CH2:35][CH2:34][O:33][CH2:32][C@@H:31]3[CH3:36])[C:16]3[CH2:22][CH2:21][N:20]([C:23]([C:25]4([CH3:29])[CH2:28][O:27][CH2:26]4)=O)[CH2:19][C:17]=3[N:18]=2)=[CH:9][CH:8]=1)=[O:5])[CH3:2].B.C([O-])(O)=O.[Na+].OO, predict the reaction product. The product is: [CH2:1]([NH:3][C:4]([NH:6][C:7]1[CH:8]=[CH:9][C:10]([C:13]2[N:14]=[C:15]([N:30]3[CH2:35][CH2:34][O:33][CH2:32][C@@H:31]3[CH3:36])[C:16]3[CH2:22][CH2:21][N:20]([CH2:23][C:25]([CH3:29])([CH3:28])[CH2:26][OH:27])[CH2:19][C:17]=3[N:18]=2)=[CH:11][CH:12]=1)=[O:5])[CH3:2]. (8) Given the reactants C(OC([N:11]1[CH2:16][CH2:15][CH:14]([CH2:17][NH:18][C:19]2[C:24](Cl)=[C:23](Cl)[N:22]=[C:21](Cl)[C:20]=2Cl)[CH:13]([OH:29])[CH2:12]1)=O)C1C=CC=CC=1.C(=O)([O-])[O-].[K+].[K+], predict the reaction product. The product is: [N:22]1[CH:21]=[CH:20][C:19]([NH:18][CH2:17][CH:14]2[CH2:15][CH2:16][NH:11][CH2:12][CH:13]2[OH:29])=[CH:24][CH:23]=1. (9) Given the reactants [N:1]12[CH2:8][CH2:7][CH:4]([CH2:5][CH2:6]1)[C@@H:3]([NH:9][C:10](=[O:27])[O:11][CH:12]([C:20]1[CH:25]=[CH:24][CH:23]=[C:22]([F:26])[CH:21]=1)[C:13]1[CH:18]=[CH:17][CH:16]=[C:15]([F:19])[CH:14]=1)[CH2:2]2.[Br:28][CH2:29][CH2:30][C:31]1[CH:36]=[CH:35][C:34]([F:37])=[CH:33][CH:32]=1, predict the reaction product. The product is: [Br-:28].[F:26][C:22]1[CH:21]=[C:20]([CH:12]([C:13]2[CH:18]=[CH:17][CH:16]=[C:15]([F:19])[CH:14]=2)[O:11][C:10]([NH:9][C@@H:3]2[CH:4]3[CH2:7][CH2:8][N+:1]([CH2:29][CH2:30][C:31]4[CH:36]=[CH:35][C:34]([F:37])=[CH:33][CH:32]=4)([CH2:6][CH2:5]3)[CH2:2]2)=[O:27])[CH:25]=[CH:24][CH:23]=1. (10) Given the reactants [CH3:1][S:2]([N:5]1[CH2:9][C@H:8]([S:10]CC2C=CC(OC)=CC=2)[CH2:7][C@H:6]1[CH2:20][O:21][C:22]1[CH:27]=[CH:26][CH:25]=[CH:24][CH:23]=1)(=[O:4])=[O:3].C([SiH](CC)CC)C, predict the reaction product. The product is: [CH3:1][S:2]([N:5]1[C@H:6]([CH2:20][O:21][C:22]2[CH:23]=[CH:24][CH:25]=[CH:26][CH:27]=2)[CH2:7][C@@H:8]([SH:10])[CH2:9]1)(=[O:3])=[O:4].